The task is: Predict the product of the given reaction.. This data is from Forward reaction prediction with 1.9M reactions from USPTO patents (1976-2016). (1) Given the reactants Br[C:2]1[CH:9]=[CH:8][C:5]([NH:6][CH3:7])=[C:4]([N+:10]([O-:12])=[O:11])[CH:3]=1.[N+:13]([C:16]1[CH:22]=[C:21](B2OC(C)(C)C(C)(C)O2)[CH:20]=[CH:19][C:17]=1[NH2:18])([O-:15])=[O:14].C1(C2C=CC=CC=2)C=CC=CC=1P(C1CCCCC1)C1CCCCC1.[O-]P([O-])([O-])=O.[K+].[K+].[K+], predict the reaction product. The product is: [CH3:7][NH:6][C:5]1[CH:8]=[CH:9][C:2]([C:21]2[CH:20]=[CH:19][C:17]([NH2:18])=[C:16]([N+:13]([O-:15])=[O:14])[CH:22]=2)=[CH:3][C:4]=1[N+:10]([O-:12])=[O:11]. (2) Given the reactants [CH2:1]([O:3][C:4]1[CH:9]=[CH:8][CH:7]=[CH:6][C:5]=1[F:10])[CH3:2].C([Li])CCC.[C:16](=[O:18])=[O:17], predict the reaction product. The product is: [CH2:1]([O:3][C:4]1[C:5]([F:10])=[C:6]([CH:7]=[CH:8][CH:9]=1)[C:16]([OH:18])=[O:17])[CH3:2]. (3) Given the reactants [I:1][C:2]1[CH:7]=[CH:6][C:5]([C:8]2[CH:12]=[C:11]([OH:13])[N:10]([C:14]3[CH:19]=[CH:18][CH:17]=[CH:16][N:15]=3)[N:9]=2)=[CH:4][CH:3]=1.C(N(CC)CC)C.[CH:27]([Si:30](Cl)([CH:34]([CH3:36])[CH3:35])[CH:31]([CH3:33])[CH3:32])([CH3:29])[CH3:28], predict the reaction product. The product is: [I:1][C:2]1[CH:3]=[CH:4][C:5]([C:8]2[CH:12]=[C:11]([O:13][Si:30]([CH:34]([CH3:36])[CH3:35])([CH:31]([CH3:33])[CH3:32])[CH:27]([CH3:29])[CH3:28])[N:10]([C:14]3[CH:19]=[CH:18][CH:17]=[CH:16][N:15]=3)[N:9]=2)=[CH:6][CH:7]=1. (4) Given the reactants [F:1][C:2]1[CH:10]=[C:9]([F:11])[CH:8]=[C:7]2[C:3]=1[C:4](I)=[N:5][NH:6]2.[H-].[Na+].C([Mg]Cl)(C)C.[CH2:20]([Sn:24]([CH2:30][CH2:31][CH2:32][CH3:33])([CH2:26][CH2:27][CH2:28][CH3:29])Cl)[CH2:21][CH2:22][CH3:23], predict the reaction product. The product is: [F:1][C:2]1[CH:10]=[C:9]([F:11])[CH:8]=[C:7]2[C:3]=1[C:4]([Sn:24]([CH2:26][CH2:27][CH2:28][CH3:29])([CH2:30][CH2:31][CH2:32][CH3:33])[CH2:20][CH2:21][CH2:22][CH3:23])=[N:5][NH:6]2. (5) Given the reactants [NH2:1][C:2]1[C:3]2[N:4]([C:8]([C@H:12]3[CH2:29][N:16]4[C:17](=[O:28])[CH2:18][N:19]([C:21]([CH3:27])([CH3:26])[C:22]([O:24][CH3:25])=[O:23])[CH2:20][C@@H:15]4[CH2:14][CH2:13]3)=[N:9][C:10]=2Br)[CH:5]=[CH:6][N:7]=1.CC1(C)C(C)(C)OB([C:38]2[CH:56]=[CH:55][C:41]([C:42]([NH:44][C:45]3[CH:50]=[C:49]([C:51]([F:54])([F:53])[F:52])[CH:48]=[CH:47][N:46]=3)=[O:43])=[CH:40][CH:39]=2)O1.C([O-])([O-])=O.[K+].[K+], predict the reaction product. The product is: [NH2:1][C:2]1[C:3]2[N:4]([C:8]([C@H:12]3[CH2:29][N:16]4[C:17](=[O:28])[CH2:18][N:19]([C:21]([CH3:27])([CH3:26])[C:22]([O:24][CH3:25])=[O:23])[CH2:20][C@@H:15]4[CH2:14][CH2:13]3)=[N:9][C:10]=2[C:38]2[CH:56]=[CH:55][C:41]([C:42](=[O:43])[NH:44][C:45]3[CH:50]=[C:49]([C:51]([F:52])([F:53])[F:54])[CH:48]=[CH:47][N:46]=3)=[CH:40][CH:39]=2)[CH:5]=[CH:6][N:7]=1.